This data is from Reaction yield outcomes from USPTO patents with 853,638 reactions. The task is: Predict the reaction yield, written as a fraction of the theoretical maximum amount of product (1.0 means a 100% yield; for example, 0.34 means a 34% yield). (1) The reactants are [F:1][C:2]([F:20])([F:19])[C:3]1[CH:8]=[CH:7][C:6]([C:9]2[CH:13]=[C:12]([CH2:14][CH2:15][CH2:16][CH2:17][OH:18])[O:11][N:10]=2)=[CH:5][CH:4]=1.C(N(CC)CC)C.[CH3:28][S:29](Cl)(=[O:31])=[O:30].Cl. The catalyst is C(OCC)(=O)C. The product is [CH3:28][S:29]([O:18][CH2:17][CH2:16][CH2:15][CH2:14][C:12]1[O:11][N:10]=[C:9]([C:6]2[CH:5]=[CH:4][C:3]([C:2]([F:1])([F:19])[F:20])=[CH:8][CH:7]=2)[CH:13]=1)(=[O:31])=[O:30]. The yield is 0.950. (2) The reactants are [N:1]1[C:10]2[C:5](=[CH:6][C:7]([C:11]([OH:13])=O)=[CH:8][CH:9]=2)[CH:4]=[CH:3][CH:2]=1.[NH2:14][C:15]1[CH:16]=[C:17]([NH:22][C:23](=[O:30])[C:24]2[CH:29]=[CH:28][CH:27]=[CH:26][CH:25]=2)[CH:18]=[CH:19][C:20]=1[Cl:21]. No catalyst specified. The product is [C:23]([NH:22][C:17]1[CH:18]=[CH:19][C:20]([Cl:21])=[C:15]([NH:14][C:11]([C:7]2[CH:6]=[C:5]3[C:10](=[CH:9][CH:8]=2)[N:1]=[CH:2][CH:3]=[CH:4]3)=[O:13])[CH:16]=1)(=[O:30])[C:24]1[CH:25]=[CH:26][CH:27]=[CH:28][CH:29]=1. The yield is 0.470. (3) The reactants are I[C:2]1[C:7]([O:8][C:9]2[C:18]3[C:13](=[CH:14][C:15]([O:21][CH3:22])=[C:16]([O:19][CH3:20])[CH:17]=3)[N:12]=[CH:11][CH:10]=2)=[CH:6][CH:5]=[C:4]([CH3:23])[N:3]=1.[Cl:24][C:25]1[CH:30]=[CH:29][CH:28]=[C:27]([Cl:31])[C:26]=1B(O)O.C(=O)([O-])O.[Na+]. The catalyst is C1(C)C=CC=CC=1. The product is [Cl:24][C:25]1[CH:30]=[CH:29][CH:28]=[C:27]([Cl:31])[C:26]=1[C:2]1[C:7]([O:8][C:9]2[C:18]3[C:13](=[CH:14][C:15]([O:21][CH3:22])=[C:16]([O:19][CH3:20])[CH:17]=3)[N:12]=[CH:11][CH:10]=2)=[CH:6][CH:5]=[C:4]([CH3:23])[N:3]=1. The yield is 0.900. (4) The reactants are C([O:3][C:4]([C:6]1[C:15](=[O:16])[C:14]2[C:9](=[CH:10][CH:11]=[CH:12][C:13]=2[O:17][CH3:18])[NH:8][CH:7]=1)=[O:5])C. The catalyst is [OH-].[Na+]. The product is [CH3:18][O:17][C:13]1[CH:12]=[CH:11][CH:10]=[C:9]2[C:14]=1[C:15](=[O:16])[C:6]([C:4]([OH:5])=[O:3])=[CH:7][NH:8]2. The yield is 0.520. (5) The reactants are FC(F)(F)C(O)=O.[O:8]1[CH2:13][CH2:12][N:11]([CH2:14][CH2:15][N:16]([C:21]2[CH:22]=[C:23]3[C:27](=[CH:28][CH:29]=2)[N:26]([CH2:30][C:31]([OH:33])=[O:32])[CH:25]=[CH:24]3)[S:17]([CH3:20])(=[O:19])=[O:18])[CH2:10][CH2:9]1.[Cl:34][C:35]1[CH:36]=[N+:37]([O-:60])[CH:38]=[C:39]([Cl:59])[C:40]=1[CH2:41][C@@H:42]([C:44]1[CH:49]=[CH:48][C:47]([O:50][CH:51]([F:53])[F:52])=[C:46]([O:54][CH2:55][CH:56]2[CH2:58][CH2:57]2)[CH:45]=1)O.C(Cl)CCl. The catalyst is C(Cl)Cl.CN(C1C=CN=CC=1)C. The product is [ClH:34].[Cl:34][C:35]1[CH:36]=[N+:37]([O-:60])[CH:38]=[C:39]([Cl:59])[C:40]=1[CH2:41][C@@H:42]([C:44]1[CH:49]=[CH:48][C:47]([O:50][CH:51]([F:53])[F:52])=[C:46]([O:54][CH2:55][CH:56]2[CH2:58][CH2:57]2)[CH:45]=1)[O:32][C:31](=[O:33])[CH2:30][N:26]1[C:27]2[C:23](=[CH:22][C:21]([N:16]([CH2:15][CH2:14][N:11]3[CH2:12][CH2:13][O:8][CH2:9][CH2:10]3)[S:17]([CH3:20])(=[O:19])=[O:18])=[CH:29][CH:28]=2)[CH:24]=[CH:25]1. The yield is 0.320. (6) The reactants are [CH3:1][O:2][C:3](=[O:18])[C:4]1[CH:9]=[CH:8][C:7]([O:10][C:11]2[CH:16]=[CH:15][C:14](=[O:17])[NH:13][N:12]=2)=[CH:6][CH:5]=1.[Cl:19][C:20]1[CH:25]=[CH:24][CH:23]=[C:22]([Cl:26])[C:21]=1[C:27]1[C:31]([CH2:32]O)=[C:30]([CH:34]([CH3:36])[CH3:35])[O:29][N:28]=1.C1(P(C2C=CC=CC=2)C2C=CC=CC=2)C=CC=CC=1.N(C(OC(C)C)=O)=NC(OC(C)C)=O. The catalyst is C1C=CC=CC=1. The product is [CH3:1][O:2][C:3](=[O:18])[C:4]1[CH:5]=[CH:6][C:7]([O:10][C:11]2[N:12]=[N:13][C:14]([O:17][CH2:32][C:31]3[C:27]([C:21]4[C:20]([Cl:19])=[CH:25][CH:24]=[CH:23][C:22]=4[Cl:26])=[N:28][O:29][C:30]=3[CH:34]([CH3:36])[CH3:35])=[CH:15][CH:16]=2)=[CH:8][CH:9]=1.[CH3:1][O:2][C:3](=[O:18])[C:4]1[CH:5]=[CH:6][C:7]([O:10][C:11]2[CH:16]=[CH:15][C:14](=[O:17])[N:13]([CH2:32][C:31]3[C:27]([C:21]4[C:20]([Cl:19])=[CH:25][CH:24]=[CH:23][C:22]=4[Cl:26])=[N:28][O:29][C:30]=3[CH:34]([CH3:36])[CH3:35])[N:12]=2)=[CH:8][CH:9]=1. The yield is 0.0900. (7) The reactants are [CH2:1]([O:8][C:9]1[CH:14]=[CH:13][C:12]([C:15]2C=C[C:18]3[N:19]([N:27]=[CH:28][C:29]=3[NH2:30])[C:20]=2[CH:21]2[CH2:26][CH2:25][CH2:24][CH2:23][CH2:22]2)=[CH:11][CH:10]=1)[C:2]1[CH:7]=[CH:6][CH:5]=[CH:4][CH:3]=1.[N:31]1C=CC=C[CH:32]=1.[CH:37]1([C:40](Cl)=[O:41])[CH2:39][CH2:38]1.[CH2:43]([S:45](Cl)(=[O:47])=[O:46])[CH3:44].[CH3:49][N:50](C1C=CC=CN=1)C. The catalyst is C(#N)C. The product is [CH2:1]([O:8][C:9]1[CH:10]=[CH:11][C:12]([C:15]2[CH:32]=[N:31][C:18]3[N:19]([N:27]=[CH:28][C:29]=3[NH:30][C:40]([CH:37]3[CH2:39][CH2:38]3)=[O:41])[C:20]=2[CH:21]2[CH2:26][CH2:25][CH2:24][CH2:23][CH2:22]2)=[CH:13][CH:14]=1)[C:2]1[CH:3]=[CH:4][CH:5]=[CH:6][CH:7]=1.[CH2:1]([O:8][C:9]1[CH:14]=[CH:13][C:12]([C:15]2[CH:49]=[N:50][C:18]3[N:19]([N:27]=[CH:28][C:29]=3[NH:30][S:45]([CH2:43][CH3:44])(=[O:47])=[O:46])[C:20]=2[CH:21]2[CH2:26][CH2:25][CH2:24][CH2:23][CH2:22]2)=[CH:11][CH:10]=1)[C:2]1[CH:3]=[CH:4][CH:5]=[CH:6][CH:7]=1. The yield is 0.490. (8) The reactants are [C:1]([OH:4])(=[S:3])[CH3:2].C[O-].[Na+].Br[CH2:9][CH2:10][CH2:11][CH2:12][CH2:13]/[CH:14]=[CH:15]\[CH2:16][CH2:17][CH2:18][CH2:19][CH2:20][CH2:21][CH3:22].Cl. The catalyst is CO.O. The product is [CH2:9]([CH2:2][C:1]([OH:4])=[S:3])[CH2:10][CH2:11][CH2:12][CH2:13]/[CH:14]=[CH:15]\[CH2:16][CH2:17][CH2:18][CH2:19][CH2:20][CH2:21][CH3:22]. The yield is 0.960. (9) The reactants are COC1C=C(OC)C=CC=1C[N:6]([C:33]1[CH:38]=[CH:37][N:36]=[CH:35][N:34]=1)[S:7]([C:10]1[C:15]([F:16])=[CH:14][C:13]([O:17][C@H:18]2[CH2:23][CH2:22][CH2:21][CH2:20][C@@H:19]2[C:24]2[CH:25]=[N:26][N:27](COC)[CH:28]=2)=[CH:12][C:11]=1[F:32])(=[O:9])=[O:8].C([SiH](CC)CC)C.FC(F)(F)C(O)=O.Cl. The catalyst is CO.ClCCl. The product is [F:32][C:11]1[CH:12]=[C:13]([O:17][C@H:18]2[CH2:23][CH2:22][CH2:21][CH2:20][C@@H:19]2[C:24]2[CH:25]=[N:26][NH:27][CH:28]=2)[CH:14]=[C:15]([F:16])[C:10]=1[S:7]([NH:6][C:33]1[CH:38]=[CH:37][N:36]=[CH:35][N:34]=1)(=[O:8])=[O:9]. The yield is 0.990.